From a dataset of Full USPTO retrosynthesis dataset with 1.9M reactions from patents (1976-2016). Predict the reactants needed to synthesize the given product. (1) Given the product [CH2:36]([N:35]([CH2:38][CH3:39])[C:33](=[O:34])[CH2:32][O:27][C:25]([C:19]1[CH:20]=[C:21]([CH:22]=[CH:23][CH:24]=1)[CH2:40][N:41]1[C:42](=[O:43])[C:6]2([CH2:11][CH2:10][N:9]([C:12]([O:14][C:15]([CH3:18])([CH3:17])[CH3:16])=[O:13])[CH2:8][CH2:7]2)[N:5]([C:19]2[CH:24]=[CH:23][CH:22]=[CH:21][CH:20]=2)[CH2:44]1)=[O:28])[CH3:37], predict the reactants needed to synthesize it. The reactants are: O=C1[C:6]2([CH2:11][CH2:10][N:9]([C:12]([O:14][C:15]([CH3:18])([CH3:17])[CH3:16])=[O:13])[CH2:8][CH2:7]2)[N:5]([C:19]2[CH:24]=[CH:23][CH:22]=[CH:21][CH:20]=2)CN1.[C:25](=[O:28])([O-:27])[O-].[K+].[K+].Cl[CH2:32][C:33]([N:35]([CH2:38][CH3:39])[CH2:36][CH3:37])=[O:34].[CH3:40][N:41]([CH3:44])[CH:42]=[O:43]. (2) Given the product [NH2:26][C:25]1[CH:24]=[CH:23][CH:22]=[C:21]([Cl:29])[C:20]=1[C:19]([C:13]1[C:12]([NH:11][S:8]([C:5]2[CH:6]=[CH:7][C:2]([Cl:1])=[C:3]([C:31]([F:34])([F:33])[F:32])[CH:4]=2)(=[O:10])=[O:9])=[CH:17][C:16]([Cl:18])=[CH:15][N:14]=1)=[O:30], predict the reactants needed to synthesize it. The reactants are: [Cl:1][C:2]1[CH:7]=[CH:6][C:5]([S:8]([NH:11][C:12]2[C:13]([C:19](=[O:30])[C:20]3[C:25]([N+:26]([O-])=O)=[CH:24][CH:23]=[CH:22][C:21]=3[Cl:29])=[N:14][CH:15]=[C:16]([Cl:18])[CH:17]=2)(=[O:10])=[O:9])=[CH:4][C:3]=1[C:31]([F:34])([F:33])[F:32]. (3) Given the product [CH3:1][O:2][C:3]1[CH:12]=[CH:11][C:10]([N+:13]([O-:15])=[O:14])=[CH:9][C:4]=1[O:5][CH2:6][CH2:7][N:22]1[C:20](=[O:21])[CH2:19][C:18]([CH3:26])([CH3:17])[CH2:56][C:55]1=[O:54], predict the reactants needed to synthesize it. The reactants are: [CH3:1][O:2][C:3]1[CH:12]=[CH:11][C:10]([N+:13]([O-:15])=[O:14])=[CH:9][C:4]=1[O:5][CH2:6][CH2:7]O.C[C:17]1(C)C(=O)[NH:22][C:20](=[O:21])[CH2:19][CH2:18]1.[C:26]1(P(C2C=CC=CC=2)C2C=CC=CC=2)C=CC=CC=1.CCOC(/N=N/C([O:54][CH2:55][CH3:56])=O)=O. (4) Given the product [NH2:20][C:16]1[CH:15]=[C:14]2[C:19](=[CH:18][CH:17]=1)[N:11]([C:9](=[O:10])[CH2:8][N:5]1[CH2:6][CH2:7][N:2]([CH3:1])[CH2:3][CH2:4]1)[CH:12]=[CH:13]2, predict the reactants needed to synthesize it. The reactants are: [CH3:1][N:2]1[CH2:7][CH2:6][N:5]([CH2:8][C:9]([N:11]2[C:19]3[C:14](=[CH:15][C:16]([N+:20]([O-])=O)=[CH:17][CH:18]=3)[CH:13]=[CH:12]2)=[O:10])[CH2:4][CH2:3]1. (5) Given the product [C:1]([O:5][C:6]([N:8]1[C:16]2[C:11](=[CH:12][C:13]([NH:17][C:54](=[O:55])[CH:53]([C:57]3[CH:62]=[CH:61][C:60]([Cl:63])=[C:59]([Cl:64])[CH:58]=3)[CH2:52][CH2:51][NH:50][C:48]([O:47][C:43]([CH3:46])([CH3:45])[CH3:44])=[O:49])=[CH:14][CH:15]=2)[C:10]([NH2:18])=[N:9]1)=[O:7])([CH3:4])([CH3:2])[CH3:3], predict the reactants needed to synthesize it. The reactants are: [C:1]([O:5][C:6]([N:8]1[C:16]2[C:11](=[CH:12][C:13]([NH2:17])=[CH:14][CH:15]=2)[C:10]([NH2:18])=[N:9]1)=[O:7])([CH3:4])([CH3:3])[CH3:2].C1CN([P+](Br)(N2CCCC2)N2CCCC2)CC1.F[P-](F)(F)(F)(F)F.[C:43]([O:47][C:48]([NH:50][CH2:51][CH2:52][CH:53]([C:57]1[CH:62]=[CH:61][C:60]([Cl:63])=[C:59]([Cl:64])[CH:58]=1)[C:54](O)=[O:55])=[O:49])([CH3:46])([CH3:45])[CH3:44].C(N(C(C)C)CC)(C)C.